Dataset: Full USPTO retrosynthesis dataset with 1.9M reactions from patents (1976-2016). Task: Predict the reactants needed to synthesize the given product. (1) Given the product [CH3:22][C:18]1([CH2:17][NH:16][C:15](=[O:23])[C@H:11]([CH:12]([CH3:14])[CH3:13])[CH2:10][C@H:9]([OH:24])[C@@H:8]([NH2:7])[CH2:25][C@H:26]([CH2:30][C:31]2[CH:36]=[CH:35][C:34]([O:37][CH3:38])=[C:33]([O:39][CH2:40][CH2:41][CH2:42][O:43][CH3:44])[CH:32]=2)[CH:27]([CH3:29])[CH3:28])[CH2:19][O:20][CH2:21]1, predict the reactants needed to synthesize it. The reactants are: C(OC(=O)[NH:7][C@@H:8]([CH2:25][C@H:26]([CH2:30][C:31]1[CH:36]=[CH:35][C:34]([O:37][CH3:38])=[C:33]([O:39][CH2:40][CH2:41][CH2:42][O:43][CH3:44])[CH:32]=1)[CH:27]([CH3:29])[CH3:28])[C@@H:9]([OH:24])[CH2:10][C@H:11]([C:15](=[O:23])[NH:16][CH2:17][C:18]1([CH3:22])[CH2:21][O:20][CH2:19]1)[CH:12]([CH3:14])[CH3:13])(C)(C)C.O.C(=O)(O)[O-].[Na+]. (2) Given the product [O:5]1[C:6]2[CH:7]=[CH:8][CH:9]=[CH:10][C:11]=2[CH2:2][CH2:3][C@H:4]1[C:12]([OH:14])=[O:13], predict the reactants needed to synthesize it. The reactants are: O=[C:2]1[C:11]2[C:6](=[CH:7][CH:8]=[CH:9][CH:10]=2)[O:5][C@H:4]([C:12]([OH:14])=[O:13])[CH2:3]1.[H][H]. (3) Given the product [O:22]=[C:16]1[CH:15]([N:8]2[C:7](=[O:23])[C:6]3[C:11](=[CH:12][CH:13]=[C:4]([CH2:3][NH:2][C:38]([NH:37][C:33]4[CH:32]=[C:31]([CH3:40])[CH:36]=[CH:35][CH:34]=4)=[O:39])[CH:5]=3)[N:10]=[C:9]2[CH3:14])[CH2:20][CH2:19][C:18](=[O:21])[NH:17]1, predict the reactants needed to synthesize it. The reactants are: Cl.[NH2:2][CH2:3][C:4]1[CH:5]=[C:6]2[C:11](=[CH:12][CH:13]=1)[N:10]=[C:9]([CH3:14])[N:8]([CH:15]1[CH2:20][CH2:19][C:18](=[O:21])[NH:17][C:16]1=[O:22])[C:7]2=[O:23].C(N(CC)CC)C.[C:31]1([CH3:40])[CH:36]=[CH:35][CH:34]=[C:33]([N:37]=[C:38]=[O:39])[CH:32]=1. (4) Given the product [NH2:1][C:2]1[C:3]2[C:11](=[O:12])[CH:10]=[CH:9][N:8]([CH:13]([C:15]3[C:16]([O:25][CH2:26][CH3:27])=[C:17]([C:35]4[CH:34]=[CH:33][C:32]([C:30]([N:29]([CH3:41])[CH3:28])=[O:31])=[N:37][CH:36]=4)[C:18]([C:19]#[N:20])=[C:21]([Cl:23])[CH:22]=3)[CH3:14])[C:4]=2[N:5]=[CH:6][N:7]=1, predict the reactants needed to synthesize it. The reactants are: [NH2:1][C:2]1[C:3]2[C:11](=[O:12])[CH:10]=[CH:9][N:8]([CH:13]([C:15]3[CH:22]=[C:21]([Cl:23])[C:18]([C:19]#[N:20])=[C:17](Br)[C:16]=3[O:25][CH2:26][CH3:27])[CH3:14])[C:4]=2[N:5]=[CH:6][N:7]=1.[CH3:28][N:29]([CH3:41])[C:30]([C:32]1[N:37]=[CH:36][C:35](B(O)O)=[CH:34][CH:33]=1)=[O:31].C(#N)C.C(=O)([O-])[O-].[Na+].[Na+].O.ClCCl. (5) The reactants are: [Cl:1][C:2]1[NH:10][C:9]2[C:8](=[O:11])[N:7]([CH2:12][CH2:13][CH2:14][CH2:15][C:16]([OH:18])=O)[C:6](=[O:19])[N:5]([CH2:20][CH3:21])[C:4]=2[N:3]=1.C1N=CN(C(N2C=NC=C2)=O)C=1.[F:34][C:35]1[CH:44]=[C:43]([F:45])[CH:42]=[CH:41][C:36]=1[C:37](=[N:39]O)[NH2:38]. Given the product [Cl:1][C:2]1[NH:10][C:9]2[C:8](=[O:11])[N:7]([CH2:12][CH2:13][CH2:14][CH2:15][C:16]3[O:18][N:38]=[C:37]([C:36]4[CH:41]=[CH:42][C:43]([F:45])=[CH:44][C:35]=4[F:34])[N:39]=3)[C:6](=[O:19])[N:5]([CH2:20][CH3:21])[C:4]=2[N:3]=1, predict the reactants needed to synthesize it.